Dataset: Reaction yield outcomes from USPTO patents with 853,638 reactions. Task: Predict the reaction yield, written as a fraction of the theoretical maximum amount of product (1.0 means a 100% yield; for example, 0.34 means a 34% yield). (1) The reactants are [Br:1][C:2]1[CH:3]=[C:4]([CH:6]=[CH:7][C:8]=1[CH3:9])N.[OH:10]S(O)(=O)=O.N([O-])=O.[Na+]. The catalyst is O. The product is [Br:1][C:2]1[CH:3]=[C:4]([OH:10])[CH:6]=[CH:7][C:8]=1[CH3:9]. The yield is 0.340. (2) The reactants are [F:1][C:2]1[CH:3]=[C:4]([C:8]2[CH:9]=[CH:10][C:11]([CH3:17])=[C:12]([CH:16]=2)[C:13]([OH:15])=O)[CH:5]=[CH:6][CH:7]=1.C(Cl)(C(Cl)=O)=O.[NH2:24][C:25]1[C:26]([F:33])=[C:27]([OH:32])[CH:28]=[CH:29][C:30]=1[F:31].C([O-])(O)=O.[Na+]. The catalyst is C(Cl)Cl.CN(C=O)C.C1COCC1. The product is [F:33][C:26]1[C:27]([OH:32])=[CH:28][CH:29]=[C:30]([F:31])[C:25]=1[NH:24][C:13](=[O:15])[C:12]1[CH:16]=[C:8]([C:4]2[CH:5]=[CH:6][CH:7]=[C:2]([F:1])[CH:3]=2)[CH:9]=[CH:10][C:11]=1[CH3:17]. The yield is 0.480. (3) The reactants are [CH3:1][N:2]1[CH2:7][CH2:6][NH:5][CH2:4][CH2:3]1.CS([C:12]1[N:17]=[C:16]([Sn:18]([CH2:27][CH2:28][CH2:29][CH3:30])([CH2:23][CH2:24][CH2:25][CH3:26])[CH2:19][CH2:20][CH2:21][CH3:22])[CH:15]=[CH:14][N:13]=1)(=O)=O.O1CCOCC1. The catalyst is O. The product is [CH3:1][N:2]1[CH2:7][CH2:6][N:5]([C:12]2[N:17]=[C:16]([Sn:18]([CH2:23][CH2:24][CH2:25][CH3:26])([CH2:27][CH2:28][CH2:29][CH3:30])[CH2:19][CH2:20][CH2:21][CH3:22])[CH:15]=[CH:14][N:13]=2)[CH2:4][CH2:3]1. The yield is 0.560. (4) The reactants are [CH2:1]([O:3][C:4]([C:6]1[CH:7]=[N:8][N:9]([C:11]2[N:15]([CH2:16][O:17][CH2:18][CH2:19][O:20][CH3:21])[C:14]3[CH:22]=[C:23]([Cl:27])[C:24]([NH2:26])=[CH:25][C:13]=3[N:12]=2)[CH:10]=1)=[O:5])[CH3:2].NC1C(Cl)=CC2NC(N3C=C(C(O)=O)C=N3)=NC=2C=1.[CH:47]1([S:50](Cl)(=[O:52])=[O:51])[CH2:49][CH2:48]1. The catalyst is N1C=CC=CC=1. The product is [CH2:1]([O:3][C:4]([C:6]1[CH:7]=[N:8][N:9]([C:11]2[N:15]([CH2:16][O:17][CH2:18][CH2:19][O:20][CH3:21])[C:14]3[CH:22]=[C:23]([Cl:27])[C:24]([NH:26][S:50]([CH:47]4[CH2:49][CH2:48]4)(=[O:52])=[O:51])=[CH:25][C:13]=3[N:12]=2)[CH:10]=1)=[O:5])[CH3:2]. The yield is 0.760. (5) The reactants are [CH3:1][C:2]1([CH3:12])[CH2:10][C@H:9]([NH2:11])[CH2:8][C@H:7]2[N:3]1[CH2:4][CH2:5][CH2:6]2.[NH2:13][C:14]([C:16]1[C:17](Cl)=[N:18][C:19]([Cl:22])=[N:20][CH:21]=1)=[O:15]. The catalyst is CC(O)C. The product is [NH2:13][C:14]([C:16]1[C:17]([NH:11][C@@H:9]2[CH2:8][C@H:7]3[N:3]([CH2:4][CH2:5][CH2:6]3)[C:2]([CH3:12])([CH3:1])[CH2:10]2)=[N:18][C:19]([Cl:22])=[N:20][CH:21]=1)=[O:15]. The yield is 0.540.